Dataset: Experimentally validated miRNA-target interactions with 360,000+ pairs, plus equal number of negative samples. Task: Binary Classification. Given a miRNA mature sequence and a target amino acid sequence, predict their likelihood of interaction. (1) The miRNA is hsa-miR-501-5p with sequence AAUCCUUUGUCCCUGGGUGAGA. The protein sequence of the target gene is MAASEDGSGCLVSRGRSQSDPSVLTDSSATSSADAGENPDEMDQTPPARPEYLVSGIRTPPVRRNSKLATLGRIFKPWKWRKKKNEKLKQTTSALEKKMAGRQGREELIKKGLLEMMEQDAESKTCNPDGGPRSVQSEPPTPKSETLTSEDAQPGSPLATGTDQVSLDKPLSSAAHLDDAAKMPSASSGEEADAGSLLPTTNELSQALAGADSLDSPPRPLERSVGQLPSPPLLPTPPPKASSKTTKNVTGQATLFQASSMKSADPSLRGQLSTPTGSPHLTTVHRPLPPSRVIEELHRA.... Result: 0 (no interaction). (2) The miRNA is mmu-miR-384-5p with sequence UGUAAACAAUUCCUAGGCAAUGU. The protein sequence of the target gene is MAGVFPYRGPGNPVPGPLAPLPDYMSEEKLQEKARKWQQLQAKRYAEKRKFGFVDAQKEDMPPEHVRKIIRDHGDMTNRKFRHDKRVYLGALKYMPHAVLKLLENMPMPWEQIRDVPVLYHITGAISFVNEIPWVIEPVYISQWGSMWIMMRREKRDRRHFKRMRFPPFDDEEPPLDYADNILDVEPLEAIQLELDPEEDAPVLDWFYDHQPLRDSRKYVNGSTYQRWQFTLPMMSTLYRLANQLLTDLVDDNYFYLFDLKAFFTSKALNMAIPGGPKFEPLVRDINLQDEDWNEFNDIN.... Result: 0 (no interaction). (3) The miRNA is hsa-miR-4724-5p with sequence AACUGAACCAGGAGUGAGCUUCG. The protein sequence of the target gene is MFLKQPGGCILLQFLGLLGLVGAVTRTYYIGIVEEYWNYVPQGKDVITGKSFSEDKLATLFLERGPNRIGGIYKKAVYRHFTDGSYSTEIPKPPWLGFLGPILRAEVGDVIVIHLMNFASRPFSLHPHGVFYDKDSEGALYPDGTSGRNKEDDMVPPGKNYTYVWPVREEYAPAPADANCLTWVYHSHIDAPKDICSGLIGPLLVCKEGVLNRYSGMRTDVDREFVIMFTLVDENQSWYLDDNIKQFCTNPNSVDKSDAVFQRSNKMHALNGFLFGNMPEPEMCVGESVSWHLFGMGNEI.... Result: 0 (no interaction). (4) The miRNA is bta-miR-16a with sequence UAGCAGCACGUAAAUAUUGGUG. The protein sequence of the target gene is MAAPEDVAALQAEITRREEELASLKRRLAAALTAEPEPERPLRVPPPPLAPRAALSRDEILRYSRQLLLPELGVRGQLRLAAAAVLVVGCGGLGCPLAQYLAAAGVGRLGLVDHDVVETSNLARQVLHGEAQAGESKARSAAAALRRLNSAVECVAYPRALAEDWALDLVRGYDVVADCCDNVPTRYLVNDACVLAGRPLVSASALRFEGQMTVYHHDGGPCYRCVFPRPPPPETVTNCADGGVLGAVPGVLGCAQALEVLKIAAGLGSSYSGSMLLFDGLGGHFRRIRLRRRRPDCVVC.... Result: 0 (no interaction). (5) The miRNA is gga-miR-15b-5p with sequence UAGCAGCACAUCAUGGUUUGCA. The protein sequence of the target gene is MPLVKRNIEPRHLCRGALPEGVTSELECVTNSTLAAIIRQLSSLSKHAEDIFGELFNEANNFYIRANSLQDRIDRLAVKVTQLDSTVEEVSLQDINMKKAFKSSTIQDQQVVSKNSIPNPVADIYNQSDKPPPLSILTPYRDDKKDGLKFYTDPSYFFDLWKEKMLQDTEDKRKEKRRQKEQKRVDGTTREVKKVRKARNRRQEWNMMAYDKELRPDNRLSQSVHHGASSEGSLSPDTRSHTSDVTDYSYPATPNHALQAQPATPSYTAGDAPLHGTTNQGAEHEYRPSSASARHMALNR.... Result: 0 (no interaction). (6) The miRNA is mmu-miR-351-5p with sequence UCCCUGAGGAGCCCUUUGAGCCUG. The protein sequence of the target gene is MVAGRSRARSPGSWLFPGLWLLAVGGPGSLLQAQEQPSCKKAFDLYFVLDKSGSVANNWIEIYNFVHQLTERFVSPEMRLSFIVFSSQATIILPLTGDRYKIGKGLEDLKAVKPVGETYIHEGLKLANEQIQNAGGLKASSIIIALTDGKLDGLVPSYAENEAKKSRSLGASVYCVGVLDFEQAQLERIADSKDQVFPVKGGFQALKGIINSILAQSCTEILELSPSSVCVGEKFQVVLTGRAVTSISHDGSVLCTFTANSTYTKSEKPVSIQPSSILCPAPVLNKDGETLEVSISYNDG.... Result: 1 (interaction). (7) The miRNA is xtr-miR-9-5p with sequence UCUUUGGUUAUCUAGCUGUAUG. The protein sequence of the target gene is MRECISIHVGQAGVQIGNACWELYCLEHGIQPDGQMPSDKTIGGGDDSFNTFFSETGAGKHVPRAVFVDLEPTVIDEVRTGTYRQLFHPEQLITGKEDAANNYARGHYTIGKEIIDLVLDRIRKLADQCTGLQGFLVFHSFGGGTGSGFTSLLMERLSVDYGKKSKLEFSIYPAPQVSTAVVEPYNSILTTHTTLEHSDCAFMVDNEAIYDICRRNLDIERPTYTNLNRLISQIVSSITASLRFDGALNVDLTEFQTNLVPYPRIHFPLATYAPVISAEKAYHEQLTVAEITNACFEPAN.... Result: 0 (no interaction). (8) Result: 1 (interaction). The protein sequence of the target gene is MIPVTEFRQFSEQQPAFRVLKPWWDVFTDYLSVAMLMIGVFGCTLQVMQDKIICLPKRVQPAQNHSSLSNVSQAVASTTPLPPPKPSPANPITVEMKGLKTDLDLQQYSFINQMCYERALHWYAKYFPYLVLIHTLVFMLCSNFWFKFPGSSSKIEHFISILGKCFDSPWTTRALSEVSGEDSEEKDNRKNNMNRSNTIQSGPEDSLVNSQSLKSIPEKFVVDKSTAGALDKKEGEQAKALFEKVKKFRLHVEEGDILYAMYVRQTVLKVIKFLIIIAYNSALVSKVQFTVDCNVDIQDM.... The miRNA is hsa-miR-1-3p with sequence UGGAAUGUAAAGAAGUAUGUAU. (9) The miRNA is hsa-miR-369-5p with sequence AGAUCGACCGUGUUAUAUUCGC. The protein sequence of the target gene is MGRKSLYLLIVGILIAYYIYTPLPDNVEEPWRMMWINAHLKTIQNLATFVELLGLHHFMDSFKVVGSFDEVPPTSDENVTVTETKFNNILVRVYVPKRKSEALRRGLFYIHGGGWCVGSAALSGYDLLSRWTADRLDAVVVSTNYRLAPKYHFPIQFEDVYNALRWFLRKKVLAKYGVNPERIGISGDSAGGNLAAAVTQQLLDDPDVKIKLKIQSLIYPALQPLDVDLPSYQENSNFLFLSKSLMVRFWSEYFTTDRSLEKAMLSRQHVPVESSHLFKFVNWSSLLPERFIKGHVYNNP.... Result: 0 (no interaction).